From a dataset of Forward reaction prediction with 1.9M reactions from USPTO patents (1976-2016). Predict the product of the given reaction. (1) Given the reactants [C:1]([C:5]1[CH:15]=[CH:14][C:8]([O:9][CH2:10][C:11]([OH:13])=O)=[CH:7][CH:6]=1)([CH3:4])([CH3:3])[CH3:2].Cl.[NH2:17][CH2:18][C:19]1[CH:24]=[CH:23][C:22]([NH:25][S:26]([CH2:29][CH3:30])(=[O:28])=[O:27])=[CH:21][CH:20]=1.Cl.C(N=C=NCCCN(C)C)C.C(N(CC)CC)C, predict the reaction product. The product is: [C:1]([C:5]1[CH:6]=[CH:7][C:8]([O:9][CH2:10][C:11]([NH:17][CH2:18][C:19]2[CH:20]=[CH:21][C:22]([NH:25][S:26]([CH2:29][CH3:30])(=[O:28])=[O:27])=[CH:23][CH:24]=2)=[O:13])=[CH:14][CH:15]=1)([CH3:2])([CH3:3])[CH3:4]. (2) Given the reactants [NH:1]([C:6]([O:8]C(C)(C)C)=O)[CH2:2][C:3](O)=O.CN(C(O[N:21]1N=[N:28][C:23]2C=CC=N[C:22]1=2)=[N+](C)C)C.F[P-](F)(F)(F)(F)F.[Cl:37][C:38]1[CH:43]=[C:42]([C:44]2[CH:49]=[N:48][CH:47]=[C:46]([CH3:50])[N:45]=2)[CH:41]=[CH:40][C:39]=1[C:51]1[C:63](OC2CCNC2)=NC2N=C(NCC)N=CC=2C=1.ClC1C=C(C2C=NC=C(C)N=2)C=CC=1C1C(=O)N(C2CCNC2)C2[N:88]=[C:89]([NH:92][CH2:93]C)[N:90]=[CH:91][C:86]=2C=1.CCN(C(C)C)C(C)C.C(O)(=O)C[C:114]([CH2:119][C:120](O)=O)([C:116](O)=O)O.[O:125]1CCOCC1, predict the reaction product. The product is: [NH2:21][CH2:22][C:23]([N:28]1[CH2:116][CH2:114][CH:119]([N:1]2[C:2]3[N:88]=[C:89]([NH:90][CH2:91][CH3:86])[N:92]=[CH:93][C:3]=3[CH:63]=[C:51]([C:39]3[CH:40]=[CH:41][C:42]([C:44]4[CH:49]=[N:48][CH:47]=[C:46]([CH3:50])[N:45]=4)=[CH:43][C:38]=3[Cl:37])[C:6]2=[O:8])[CH2:120]1)=[O:125]. (3) Given the reactants COC(=O)[C:4]1[CH:9]=[CH:8][CH:7]=[C:6]([NH:10][C:11](=[O:38])[CH2:12][N:13]2[N:19]=[C:18]([CH:20]3[CH2:25][CH2:24][CH2:23][CH2:22][CH2:21]3)[C:17]3[CH:26]=[CH:27][CH:28]=[CH:29][C:16]=3[N:15]([CH2:30][C:31](=[O:36])[C:32]([CH3:35])([CH3:34])[CH3:33])[C:14]2=[O:37])[CH:5]=1.O=C1N(CC(O)=O)N=C(C2C=CC=CN=2)C2C=CC=CC=2N1CC(=O)N1CCCC1.[C:70]([O:74][C:75](=[O:85])[N:76](C1C=CC=C(N)C=1)[CH3:77])([CH3:73])([CH3:72])[CH3:71].C1(C2C3C=CC=CC=3N(CC(=O)C(C)(C)C)C(=O)N(CC(O)=O)N=2)CCCCC1.COC(=O)C1C=CC=C(N)C=1, predict the reaction product. The product is: [C:70]([O:74][C:75](=[O:85])[N:76]([C:4]1[CH:9]=[CH:8][CH:7]=[C:6]([NH:10][C:11](=[O:38])[CH2:12][N:13]2[N:19]=[C:18]([CH:17]3[CH2:16][CH2:29][CH2:28][CH2:27][CH2:26]3)[C:20]3[CH:21]=[CH:22][CH:23]=[CH:24][C:25]=3[N:15]([CH2:30][C:31](=[O:36])[C:32]([CH3:34])([CH3:35])[CH3:33])[C:14]2=[O:37])[CH:5]=1)[CH3:77])([CH3:73])([CH3:72])[CH3:71]. (4) Given the reactants [CH2:1]([C:5]1[N:6]=[C:7]([C:12]2[CH:17]=[CH:16][C:15]([C:18]([F:21])([F:20])[F:19])=[CH:14][CH:13]=2)[S:8][C:9]=1[CH2:10][OH:11])[CH2:2][CH2:3][CH3:4].[H-].[Na+].Br[CH2:25][C:26]1[CH:33]=[CH:32][C:29]([C:30]#[N:31])=[C:28]([F:34])[CH:27]=1.O, predict the reaction product. The product is: [CH2:1]([C:5]1[N:6]=[C:7]([C:12]2[CH:17]=[CH:16][C:15]([C:18]([F:20])([F:21])[F:19])=[CH:14][CH:13]=2)[S:8][C:9]=1[CH2:10][O:11][CH2:25][C:26]1[CH:33]=[CH:32][C:29]([C:30]#[N:31])=[C:28]([F:34])[CH:27]=1)[CH2:2][CH2:3][CH3:4]. (5) Given the reactants [C:1]([NH:4][C:5]1[CH:6]=[CH:7][CH:8]=[C:9]2[C:13]=1[NH:12][C@H:11]([C:14]([O:16][CH2:17][CH3:18])=[O:15])[CH2:10]2)(=[O:3])[CH3:2].[C:19]([NH:26][CH2:27][C:28](O)=[O:29])([O:21][C:22]([CH3:25])([CH3:24])[CH3:23])=[O:20], predict the reaction product. The product is: [C:1]([NH:4][C:5]1[CH:6]=[CH:7][CH:8]=[C:9]2[C:13]=1[N:12]([C:28](=[O:29])[CH2:27][NH:26][C:19]([O:21][C:22]([CH3:24])([CH3:23])[CH3:25])=[O:20])[C@H:11]([C:14]([O:16][CH2:17][CH3:18])=[O:15])[CH2:10]2)(=[O:3])[CH3:2].